Dataset: P-glycoprotein inhibition data for predicting drug efflux from Broccatelli et al.. Task: Regression/Classification. Given a drug SMILES string, predict its absorption, distribution, metabolism, or excretion properties. Task type varies by dataset: regression for continuous measurements (e.g., permeability, clearance, half-life) or binary classification for categorical outcomes (e.g., BBB penetration, CYP inhibition). Dataset: pgp_broccatelli. (1) The drug is CCCNCCc1oc2ccccc2c1CCc1ccccc1. The result is 1 (inhibitor). (2) The result is 0 (non-inhibitor). The drug is c1ccc2c3c([nH]c2c1)[C@H]1[C@H]2CC[C@@H]([C@H]4CCCNC42)N1CC3.